From a dataset of Reaction yield outcomes from USPTO patents with 853,638 reactions. Predict the reaction yield, written as a fraction of the theoretical maximum amount of product (1.0 means a 100% yield; for example, 0.34 means a 34% yield). (1) The reactants are O.[NH2:2][NH2:3].[Cl:4][C:5]1[C:10]([C:11](=O)[CH:12]([CH3:14])[CH3:13])=[C:9](Cl)[CH:8]=[CH:7][N:6]=1. The catalyst is C1COCC1. The product is [Cl:4][C:5]1[C:10]2[C:11]([CH:12]([CH3:14])[CH3:13])=[N:2][NH:3][C:9]=2[CH:8]=[CH:7][N:6]=1. The yield is 0.660. (2) The reactants are [CH2:1]([C:5]1[CH:6]=[C:7]([CH:10]=[CH:11][CH:12]=1)[CH:8]=[O:9])[CH2:2][CH:3]=[CH2:4].[BH4-].[Na+]. The catalyst is CO. The product is [CH2:1]([C:5]1[CH:6]=[C:7]([CH2:8][OH:9])[CH:10]=[CH:11][CH:12]=1)[CH2:2][CH:3]=[CH2:4]. The yield is 0.550. (3) The reactants are [C:1]([N:4]1[C:13]2[C:8](=[CH:9][C:10](Br)=[CH:11][CH:12]=2)[C@H:7]([NH:15][C:16](=[O:21])[O:17][CH:18]([CH3:20])[CH3:19])[CH2:6][C@@H:5]1[CH3:22])(=[O:3])[CH3:2].CC1(C)C(C)(C)OB([C:31]2[CH:36]=[CH:35][C:34]([NH2:37])=[CH:33][CH:32]=2)O1.C(=O)([O-])[O-].[K+].[K+].O1CCOCC1. The catalyst is C1C=CC(P(C2C=CC=CC=2)[C-]2C=CC=C2)=CC=1.C1C=CC(P(C2C=CC=CC=2)[C-]2C=CC=C2)=CC=1.Cl[Pd]Cl.[Fe+2].O. The product is [C:1]([N:4]1[C:13]2[C:8](=[CH:9][C:10]([C:31]3[CH:36]=[CH:35][C:34]([NH2:37])=[CH:33][CH:32]=3)=[CH:11][CH:12]=2)[C@H:7]([NH:15][C:16](=[O:21])[O:17][CH:18]([CH3:20])[CH3:19])[CH2:6][C@@H:5]1[CH3:22])(=[O:3])[CH3:2]. The yield is 0.870. (4) The reactants are [Cl:1][C:2]1[C:30]([F:31])=[CH:29][CH:28]=[CH:27][C:3]=1[CH2:4][NH:5][C:6](=[O:26])[N:7]([C@@H:9]([CH2:12][CH2:13][CH2:14][N:15]1[C:23](=[O:24])[C:22]2[C:17](=[CH:18][CH:19]=[CH:20][CH:21]=2)[C:16]1=[O:25])[CH2:10][OH:11])[CH3:8].[Cl:32][C:33]1[CH:34]=[CH:35][C:36](C(O)=O)=[N:37][CH:38]=1.CC[N:44]([CH:48](C)C)C(C)C.C1C=CC(P(N=[N+]=[N-])(C2C=CC=CC=2)=[O:58])=CC=1. The catalyst is C1(C)C=CC=CC=1. The product is [Cl:32][C:33]1[CH:34]=[CH:35][C:36]([NH:44][C:48](=[O:58])[O:11][CH2:10][C@@H:9]([N:7]([CH3:8])[C:6]([NH:5][CH2:4][C:3]2[CH:27]=[CH:28][CH:29]=[C:30]([F:31])[C:2]=2[Cl:1])=[O:26])[CH2:12][CH2:13][CH2:14][N:15]2[C:23](=[O:24])[C:22]3[C:17](=[CH:18][CH:19]=[CH:20][CH:21]=3)[C:16]2=[O:25])=[N:37][CH:38]=1. The yield is 0.800. (5) The reactants are O[CH2:2][C:3]1[CH:10]=[C:9]([CH3:11])[C:6]([C:7]#[N:8])=[C:5]([O:12][CH3:13])[N:4]=1.[C:14]1(=[O:24])[NH:18][C:17](=[O:19])[C:16]2=[CH:20][CH:21]=[CH:22][CH:23]=[C:15]12.C1(P(C2C=CC=CC=2)C2C=CC=CC=2)C=CC=CC=1.CC(OC(/N=N/C(OC(C)C)=O)=O)C. The catalyst is O1CCCC1. The product is [O:19]=[C:17]1[C:16]2[C:15](=[CH:23][CH:22]=[CH:21][CH:20]=2)[C:14](=[O:24])[N:18]1[CH2:2][C:3]1[CH:10]=[C:9]([CH3:11])[C:6]([C:7]#[N:8])=[C:5]([O:12][CH3:13])[N:4]=1. The yield is 0.820. (6) The reactants are [Cl:1][C:2]1[CH:7]=[CH:6][C:5]([CH:8]2[N:13]3[CH:14]=[C:15]([C:17]4[CH:22]=[CH:21][CH:20]=[CH:19][C:18]=4[O:23][CH3:24])[N:16]=[C:12]3[NH:11][C:10]([CH3:25])=[C:9]2[C:26]([NH2:28])=O)=[CH:4][C:3]=1[F:29].CCN(CC)CC.FC(F)(F)C(OC(=O)C(F)(F)F)=O. The catalyst is C(Cl)Cl. The product is [Cl:1][C:2]1[CH:7]=[CH:6][C:5]([CH:8]2[N:13]3[CH:14]=[C:15]([C:17]4[CH:22]=[CH:21][CH:20]=[CH:19][C:18]=4[O:23][CH3:24])[N:16]=[C:12]3[NH:11][C:10]([CH3:25])=[C:9]2[C:26]#[N:28])=[CH:4][C:3]=1[F:29]. The yield is 0.360. (7) The reactants are O1CCCCC1[O:7][CH2:8][CH2:9][O:10][CH2:11][CH2:12][N:13]1[CH2:18][CH2:17][N:16]([C:19]2=[N:20][C:21]3[CH:33]=[CH:32][CH:31]=[CH:30][C:22]=3[S:23][C:24]3[CH:29]=[CH:28][CH:27]=[CH:26][C:25]2=3)[CH2:15][CH2:14]1.C1(C)C=CC=CC=1.Cl. The catalyst is O. The product is [CH:26]1[C:25]2[C:19]([N:16]3[CH2:15][CH2:14][N:13]([CH2:12][CH2:11][O:10][CH2:9][CH2:8][OH:7])[CH2:18][CH2:17]3)=[N:20][C:21]3[CH:33]=[CH:32][CH:31]=[CH:30][C:22]=3[S:23][C:24]=2[CH:29]=[CH:28][CH:27]=1. The yield is 0.780. (8) The product is [CH2:11]([O:10][C:8](=[O:9])[CH2:7][C:6]1[CH:22]=[CH:21][C:20]([N+:23]([O-:25])=[O:24])=[CH:19][N:18]=1)[CH3:14]. The catalyst is C1COCC1.CCOC(C)=O. The yield is 0.700. The reactants are [H-].[Na+].C(O[C:6](=O)[CH2:7][C:8]([O:10][C:11]([CH3:14])(C)C)=[O:9])C.ClC1[CH:22]=[CH:21][C:20]([N+:23]([O-:25])=[O:24])=[CH:19][N:18]=1.